Dataset: NCI-60 drug combinations with 297,098 pairs across 59 cell lines. Task: Regression. Given two drug SMILES strings and cell line genomic features, predict the synergy score measuring deviation from expected non-interaction effect. (1) Drug 1: CCCS(=O)(=O)NC1=C(C(=C(C=C1)F)C(=O)C2=CNC3=C2C=C(C=N3)C4=CC=C(C=C4)Cl)F. Drug 2: CC(C)(C#N)C1=CC(=CC(=C1)CN2C=NC=N2)C(C)(C)C#N. Cell line: OVCAR-8. Synergy scores: CSS=1.81, Synergy_ZIP=2.70, Synergy_Bliss=3.73, Synergy_Loewe=2.68, Synergy_HSA=1.53. (2) Drug 1: C1C(C(OC1N2C=C(C(=O)NC2=O)F)CO)O. Drug 2: CNC(=O)C1=NC=CC(=C1)OC2=CC=C(C=C2)NC(=O)NC3=CC(=C(C=C3)Cl)C(F)(F)F. Cell line: HS 578T. Synergy scores: CSS=16.3, Synergy_ZIP=-6.24, Synergy_Bliss=-3.50, Synergy_Loewe=-30.6, Synergy_HSA=-4.81.